Predict the reaction yield, written as a fraction of the theoretical maximum amount of product (1.0 means a 100% yield; for example, 0.34 means a 34% yield). From a dataset of Reaction yield outcomes from USPTO patents with 853,638 reactions. (1) The reactants are Br[C:2]1[CH:24]=[C:23]([F:25])[CH:22]=[CH:21][C:3]=1[O:4][CH2:5][C:6]([N:8]([CH:18]([CH3:20])[CH3:19])[NH:9][C:10](=[O:17])[C:11]1[CH:16]=[CH:15][CH:14]=[CH:13][CH:12]=1)=[O:7].C([O-])([O-])=O.[Na+].[Na+]. The catalyst is COCCOC. The product is [F:25][C:23]1[CH:22]=[CH:21][C:3]([O:4][CH2:5][C:6]([N:8]([CH:18]([CH3:20])[CH3:19])[NH:9][C:10](=[O:17])[C:11]2[CH:16]=[CH:15][CH:14]=[CH:13][CH:12]=2)=[O:7])=[C:2]([C:21]2[CH:3]=[CH:2][CH:24]=[C:23]([F:25])[CH:22]=2)[CH:24]=1. The yield is 0.840. (2) The reactants are [NH2:1][C:2]1[CH:7]=[C:6]([C:8]([CH3:11])([CH3:10])[CH3:9])[CH:5]=[CH:4][N:3]=1.[Cl:12][C:13]1[C:18]([Cl:19])=[CH:17][CH:16]=[CH:15][C:14]=1[N:20]=[C:21]=[O:22]. The catalyst is C1(C)C=CC=CC=1.CCOC(C)=O. The product is [C:8]([C:6]1[CH:5]=[CH:4][N:3]=[C:2]([NH:1][C:21]([NH:20][C:14]2[CH:15]=[CH:16][CH:17]=[C:18]([Cl:19])[C:13]=2[Cl:12])=[O:22])[CH:7]=1)([CH3:11])([CH3:10])[CH3:9]. The yield is 0.910. (3) The reactants are [C:1]([O:5][C:6]([N:8]1[CH2:12][C@@H:11]([O:13][CH2:14][C:15]#[C:16][C:17]2[CH:22]=[CH:21][CH:20]=[CH:19][C:18]=2[F:23])[C@H:10]([N:24]=[N+:25]=[N-:26])[CH2:9]1)=[O:7])([CH3:4])([CH3:3])[CH3:2]. The catalyst is C1(C)C(C)=CC=CC=1. The product is [C:1]([O:5][C:6]([N:8]1[CH2:9][C@@H:10]2[C@H:11]([O:13][CH2:14][C:15]3[N:24]2[N:25]=[N:26][C:16]=3[C:17]2[CH:22]=[CH:21][CH:20]=[CH:19][C:18]=2[F:23])[CH2:12]1)=[O:7])([CH3:4])([CH3:2])[CH3:3]. The yield is 0.860. (4) The reactants are [Br:1][C:2]1[C:3](=[O:17])[N:4]([CH2:9][C:10]2[CH:15]=[CH:14][C:13]([Cl:16])=[CH:12][CH:11]=2)[C:5](=[O:8])[NH:6][N:7]=1.[C:18]([C:20]1[CH:21]=[C:22](B(O)O)[CH:23]=[CH:24][CH:25]=1)#[N:19].N1C=CC=CC=1.[N+]1([O-])C=CC=CC=1. The catalyst is C(Cl)Cl.C([O-])(=O)C.[Cu+2].C([O-])(=O)C. The product is [Cl:16][C:13]1[CH:14]=[CH:15][C:10]([CH2:9][N:4]2[C:3](=[O:17])[C:2]([Br:1])=[N:7][N:6]([C:24]3[CH:25]=[C:20]([CH:21]=[CH:22][CH:23]=3)[C:18]#[N:19])[C:5]2=[O:8])=[CH:11][CH:12]=1. The yield is 0.380. (5) The reactants are [CH3:1][NH:2][CH2:3][CH2:4][NH:5][CH3:6].Br[CH:8]([C:13]1[CH:18]=[CH:17][C:16]([N+:19]([O-:21])=[O:20])=[CH:15][CH:14]=1)[C:9]([O:11]C)=O. The catalyst is C(O)C. The product is [CH3:1][N:2]1[CH2:3][CH2:4][N:5]([CH3:6])[CH:8]([C:13]2[CH:18]=[CH:17][C:16]([N+:19]([O-:21])=[O:20])=[CH:15][CH:14]=2)[C:9]1=[O:11]. The yield is 0.890. (6) The reactants are [Cl:1][C:2]1[N:7]=[CH:6][C:5]([OH:8])=[CH:4][N:3]=1.Cl[C:10]([F:15])([F:14])C([O-])=O.[Na+]. The catalyst is CN(C)C=O.O. The product is [Cl:1][C:2]1[N:7]=[CH:6][C:5]([O:8][CH:10]([F:15])[F:14])=[CH:4][N:3]=1. The yield is 0.397.